This data is from Full USPTO retrosynthesis dataset with 1.9M reactions from patents (1976-2016). The task is: Predict the reactants needed to synthesize the given product. (1) Given the product [F:1][C:2]1[C:3]([O:10][CH3:11])=[C:4]([NH:5][C:19](=[O:24])[C:20]([CH3:23])([CH3:22])[CH3:21])[CH:6]=[C:7]([F:9])[CH:8]=1, predict the reactants needed to synthesize it. The reactants are: [F:1][C:2]1[C:3]([O:10][CH3:11])=[C:4]([CH:6]=[C:7]([F:9])[CH:8]=1)[NH2:5].C(N(CC)CC)C.[C:19](Cl)(=[O:24])[C:20]([CH3:23])([CH3:22])[CH3:21]. (2) Given the product [CH3:22][O:21][C:19]1[CH:18]=[CH:17][C:16]([CH3:23])=[C:15]([CH:20]=1)[NH:14][C:6]1[C:5]2[CH:4]=[C:3]3[N:24]=[C:25]([NH:27][CH2:28][CH2:29][N:30]4[CH2:35][CH2:34][O:33][CH2:32][CH2:31]4)[N:1]=[C:2]3[CH2:11][C:10]=2[N:9]=[CH:8][C:7]=1[C:12]#[N:13], predict the reactants needed to synthesize it. The reactants are: [NH2:1][C:2]1[CH:11]=[C:10]2[C:5]([C:6]([NH:14][C:15]3[CH:20]=[C:19]([O:21][CH3:22])[CH:18]=[CH:17][C:16]=3[CH3:23])=[C:7]([C:12]#[N:13])[CH:8]=[N:9]2)=[CH:4][C:3]=1[NH:24][C:25]([NH:27][CH2:28][CH2:29][N:30]1[CH2:35][CH2:34][O:33][CH2:32][CH2:31]1)=S.NC1C=C2C(=CC=1N(CCN1CCOCC1)C(N)=S)N=CC(C#N)=C2NC1C=C(OC)C=CC=1C.[S]. (3) The reactants are: [Cl:1][C:2]1[CH:7]=[C:6]([N+:8]([O-:10])=[O:9])[C:5]([O:11][CH3:12])=[CH:4][C:3]=1[N:13]1[CH2:18][CH2:17][CH:16]([N:19]2[CH2:24][CH2:23][NH:22][CH2:21][CH2:20]2)[CH2:15][CH2:14]1.[F:25][CH:26](I)[CH3:27].C([O-])([O-])=O.[Na+].[Na+]. Given the product [Cl:1][C:2]1[CH:7]=[C:6]([N+:8]([O-:10])=[O:9])[C:5]([O:11][CH3:12])=[CH:4][C:3]=1[N:13]1[CH2:18][CH2:17][CH:16]([N:19]2[CH2:20][CH2:21][N:22]([CH2:27][CH2:26][F:25])[CH2:23][CH2:24]2)[CH2:15][CH2:14]1, predict the reactants needed to synthesize it. (4) Given the product [CH3:7][C:8]1[CH:13]=[CH:12][C:11]([C:2]2[S:3][CH:4]=[CH:5][CH:6]=2)=[CH:10][CH:9]=1, predict the reactants needed to synthesize it. The reactants are: I[C:2]1[S:3][CH:4]=[CH:5][CH:6]=1.[CH3:7][C:8]1[CH:13]=[CH:12][C:11](B(O)O)=[CH:10][CH:9]=1. (5) Given the product [CH3:16][C:10]1[N:11]=[C:12]([NH:14][CH3:15])[S:13][C:9]=1[C:7]1[C:4]([C:3]#[N:2])=[CH:5][N:36]=[C:34]([NH:33][C:29]2[CH:30]=[CH:31][CH:32]=[C:27]([S:24]([N:21]3[CH2:22][CH2:23][O:18][CH2:19][CH2:20]3)(=[O:25])=[O:26])[CH:28]=2)[N:35]=1, predict the reactants needed to synthesize it. The reactants are: C[N:2](C)[CH:3]=[C:4]([C:7]([C:9]1[S:13][C:12]([NH:14][CH3:15])=[N:11][C:10]=1[CH3:16])=O)[C:5]#N.[O:18]1[CH2:23][CH2:22][N:21]([S:24]([C:27]2[CH:28]=[C:29]([NH:33][C:34]([NH2:36])=[NH:35])[CH:30]=[CH:31][CH:32]=2)(=[O:26])=[O:25])[CH2:20][CH2:19]1. (6) Given the product [CH3:1][N:2]([CH2:27][C:28](=[O:29])[N:30]1[CH2:34][CH2:33][CH2:32][CH2:31]1)[CH:3]1[CH2:8][CH2:7][CH:6]([O:9][C:10]2[C:21]3[C:20]4[C@@H:19]([CH2:22][C:23]([NH2:25])=[O:24])[CH2:18][CH2:17][C:16]=4[S:15][C:14]=3[N:13]=[CH:12][N:11]=2)[CH2:5][CH2:4]1, predict the reactants needed to synthesize it. The reactants are: [CH3:1][NH:2][CH:3]1[CH2:8][CH2:7][CH:6]([O:9][C:10]2[C:21]3[C:20]4[C@@H:19]([CH2:22][C:23]([NH2:25])=[O:24])[CH2:18][CH2:17][C:16]=4[S:15][C:14]=3[N:13]=[CH:12][N:11]=2)[CH2:5][CH2:4]1.Cl[CH2:27][C:28]([N:30]1[CH2:34][CH2:33][CH2:32][CH2:31]1)=[O:29].C(=O)([O-])[O-].[K+].[K+]. (7) Given the product [C:21]([O:24][CH2:1][C:2]1[S:6]/[C:5](=[N:7]\[C:8](=[O:10])[CH3:9])/[N:4]([C:11]2[CH:16]=[CH:15][C:14]([C:17]([F:20])([F:19])[F:18])=[CH:13][CH:12]=2)[CH:3]=1)(=[O:23])[CH3:22], predict the reactants needed to synthesize it. The reactants are: [CH2:1]=[C:2]1[S:6]/[C:5](=[N:7]\[C:8](=[O:10])[CH3:9])/[N:4]([C:11]2[CH:16]=[CH:15][C:14]([C:17]([F:20])([F:19])[F:18])=[CH:13][CH:12]=2)[CH2:3]1.[C:21]([OH:24])(=[O:23])[CH3:22].ICl.C([O-])(=O)C.[K+]. (8) The reactants are: Cl[C:2]1[N:7]=[C:6]([NH:8][CH:9]([C:11]2[C:16]([F:17])=[CH:15][C:14]([F:18])=[CH:13][N:12]=2)[CH3:10])[N:5]=[C:4]([NH:19][C:20]2[N:21]=[CH:22][N:23]([CH3:25])[CH:24]=2)[N:3]=1.[NH:26]1[CH2:31][CH2:30][O:29][CH2:28][CH2:27]1.CO. Given the product [F:17][C:16]1[C:11]([CH:9]([NH:8][C:6]2[N:5]=[C:4]([NH:19][C:20]3[N:21]=[CH:22][N:23]([CH3:25])[CH:24]=3)[N:3]=[C:2]([N:26]3[CH2:31][CH2:30][O:29][CH2:28][CH2:27]3)[N:7]=2)[CH3:10])=[N:12][CH:13]=[C:14]([F:18])[CH:15]=1, predict the reactants needed to synthesize it. (9) Given the product [NH2:11][C:6]1[C:5]2[C:9](=[CH:10][C:2]([Br:1])=[CH:3][CH:4]=2)[N:8]([C:17]([O:16][C:13]([CH3:15])([CH3:14])[CH3:12])=[O:18])[N:7]=1, predict the reactants needed to synthesize it. The reactants are: [Br:1][C:2]1[CH:10]=[C:9]2[C:5]([C:6]([NH2:11])=[N:7][NH:8]2)=[CH:4][CH:3]=1.[CH3:12][C:13]([O:16][C:17](O[C:17]([O:16][C:13]([CH3:15])([CH3:14])[CH3:12])=[O:18])=[O:18])([CH3:15])[CH3:14]. (10) Given the product [F:32][C:2]([F:1])([F:31])[C:3]([C:7]1[N:8]=[N:9][N:10]([CH2:12][C:13]2[CH:14]=[CH:15][N:16]3[C:20]([CH:21]=2)=[CH:19][C:18]([CH2:22][O:23][CH3:34])=[C:17]3[C:24]2[CH:25]=[CH:26][C:27]([F:30])=[CH:28][CH:29]=2)[CH:11]=1)([OH:6])[CH2:4][CH3:5], predict the reactants needed to synthesize it. The reactants are: [F:1][C:2]([F:32])([F:31])[C:3]([C:7]1[N:8]=[N:9][N:10]([CH2:12][C:13]2[CH:14]=[CH:15][N:16]3[C:20]([CH:21]=2)=[CH:19][C:18]([CH2:22][OH:23])=[C:17]3[C:24]2[CH:29]=[CH:28][C:27]([F:30])=[CH:26][CH:25]=2)[CH:11]=1)([OH:6])[CH2:4][CH3:5].I[CH3:34].